From a dataset of NCI-60 drug combinations with 297,098 pairs across 59 cell lines. Regression. Given two drug SMILES strings and cell line genomic features, predict the synergy score measuring deviation from expected non-interaction effect. (1) Drug 1: CC1OCC2C(O1)C(C(C(O2)OC3C4COC(=O)C4C(C5=CC6=C(C=C35)OCO6)C7=CC(=C(C(=C7)OC)O)OC)O)O. Drug 2: CC1CCC2CC(C(=CC=CC=CC(CC(C(=O)C(C(C(=CC(C(=O)CC(OC(=O)C3CCCCN3C(=O)C(=O)C1(O2)O)C(C)CC4CCC(C(C4)OC)OCCO)C)C)O)OC)C)C)C)OC. Cell line: SK-MEL-28. Synergy scores: CSS=28.9, Synergy_ZIP=-3.86, Synergy_Bliss=1.81, Synergy_Loewe=3.97, Synergy_HSA=5.05. (2) Drug 1: CC1=C(N=C(N=C1N)C(CC(=O)N)NCC(C(=O)N)N)C(=O)NC(C(C2=CN=CN2)OC3C(C(C(C(O3)CO)O)O)OC4C(C(C(C(O4)CO)O)OC(=O)N)O)C(=O)NC(C)C(C(C)C(=O)NC(C(C)O)C(=O)NCCC5=NC(=CS5)C6=NC(=CS6)C(=O)NCCC[S+](C)C)O. Drug 2: B(C(CC(C)C)NC(=O)C(CC1=CC=CC=C1)NC(=O)C2=NC=CN=C2)(O)O. Cell line: RPMI-8226. Synergy scores: CSS=43.3, Synergy_ZIP=5.09, Synergy_Bliss=-2.64, Synergy_Loewe=-47.8, Synergy_HSA=-6.84. (3) Drug 1: COC1=C2C(=CC3=C1OC=C3)C=CC(=O)O2. Drug 2: C(CN)CNCCSP(=O)(O)O. Cell line: SF-268. Synergy scores: CSS=16.4, Synergy_ZIP=4.42, Synergy_Bliss=6.10, Synergy_Loewe=-2.54, Synergy_HSA=4.57. (4) Drug 1: C1=CC(=CC=C1CCCC(=O)O)N(CCCl)CCCl. Drug 2: CC1=C(C=C(C=C1)C(=O)NC2=CC(=CC(=C2)C(F)(F)F)N3C=C(N=C3)C)NC4=NC=CC(=N4)C5=CN=CC=C5. Cell line: MDA-MB-231. Synergy scores: CSS=26.1, Synergy_ZIP=-2.10, Synergy_Bliss=-2.46, Synergy_Loewe=-0.0502, Synergy_HSA=0.151. (5) Drug 1: C1=CC(=CC=C1CCCC(=O)O)N(CCCl)CCCl. Drug 2: C1=NC2=C(N1)C(=S)N=CN2. Cell line: COLO 205. Synergy scores: CSS=31.4, Synergy_ZIP=-12.3, Synergy_Bliss=-12.8, Synergy_Loewe=-10.9, Synergy_HSA=-8.93. (6) Drug 1: C1C(C(OC1N2C=NC3=C(N=C(N=C32)Cl)N)CO)O. Drug 2: C1CN(CCN1C(=O)CCBr)C(=O)CCBr. Cell line: HCT116. Synergy scores: CSS=40.4, Synergy_ZIP=-1.82, Synergy_Bliss=0.493, Synergy_Loewe=-8.70, Synergy_HSA=1.70. (7) Drug 1: COC1=C(C=C2C(=C1)N=CN=C2NC3=CC(=C(C=C3)F)Cl)OCCCN4CCOCC4. Drug 2: CC1CCCC2(C(O2)CC(NC(=O)CC(C(C(=O)C(C1O)C)(C)C)O)C(=CC3=CSC(=N3)C)C)C. Cell line: UACC-257. Synergy scores: CSS=8.75, Synergy_ZIP=-0.941, Synergy_Bliss=-3.12, Synergy_Loewe=-2.67, Synergy_HSA=-3.32.